Task: Binary Classification. Given a drug SMILES string, predict its activity (active/inactive) in a high-throughput screening assay against a specified biological target.. Dataset: Cav3 T-type calcium channel HTS with 100,875 compounds The drug is ClC1(Cl)C(C1)(C)C(=O)NNC(=S)Nc1ccc(cc1)C(OCC)=O. The result is 0 (inactive).